Regression/Classification. Given a drug SMILES string, predict its absorption, distribution, metabolism, or excretion properties. Task type varies by dataset: regression for continuous measurements (e.g., permeability, clearance, half-life) or binary classification for categorical outcomes (e.g., BBB penetration, CYP inhibition). Dataset: hlm. From a dataset of Human liver microsome stability data. (1) The drug is [2H]C([2H])(CC(C)C)C([2H])([2H])[C@](C)(O)[C@H]1CC[C@H]2[C@@H]3C[C@H](O)[C@H]4C[C@@H](O)CC[C@]4(C)[C@H]3CC[C@@]21C. The result is 0 (unstable in human liver microsomes). (2) The molecule is O=C(c1cc2cc(C3CC3)ccc2[nH]1)N1CC(=O)N(Cc2ccccc2)[C@@H](Cc2ccccc2)C1. The result is 0 (unstable in human liver microsomes). (3) The drug is N#Cc1ccc(F)cc1Cn1c(N2CCC[C@@H](N)C2)nc2c(-c3ccc(F)cc3)cnc-2c1O. The result is 0 (unstable in human liver microsomes). (4) The molecule is COc1ccc(-c2cc(-c3ccc(-n4cncn4)cc3)cnc2N)cn1. The result is 0 (unstable in human liver microsomes). (5) The drug is COc1ccc(-n2nc(S(C)(=O)=O)c3c2C(=O)N(c2ccc(C4(CN5CCOCC5)CC4)cc2)CC3)cc1. The result is 1 (stable in human liver microsomes). (6) The molecule is COc1ccc(CCN2C(=O)N(NS(C)(=O)=O)CC2c2ccc(C(F)(F)F)cc2)cc1. The result is 1 (stable in human liver microsomes).